From a dataset of Forward reaction prediction with 1.9M reactions from USPTO patents (1976-2016). Predict the product of the given reaction. (1) Given the reactants [CH2:1]([O:8][CH2:9][C:10]1[O:11][CH:12]=[N:13][N:14]=1)[C:2]1[CH:7]=[CH:6][CH:5]=[CH:4][CH:3]=1.[Li][CH2:16][CH2:17][CH2:18][CH3:19].[Mg+2].[Br-].[Br-].[CH3:23][CH2:24][O:25][CH2:26][CH3:27], predict the reaction product. The product is: [O:25]([CH2:26][CH2:27][CH2:5][CH2:4][CH2:3][CH2:2][C:1]([C:12]1[O:11][C:10]([CH2:9][O:8][CH2:1][C:2]2[CH:3]=[CH:4][CH:5]=[CH:6][CH:7]=2)=[N:14][N:13]=1)=[O:8])[C:24]1[CH:19]=[CH:18][CH:17]=[CH:16][CH:23]=1. (2) Given the reactants [N:1]1([CH2:6][C:7]2[CH:12]=[CH:11][C:10]([CH2:13][C:14]#[N:15])=[CH:9][CH:8]=2)[CH2:5][CH2:4][CH2:3][CH2:2]1.[H][H], predict the reaction product. The product is: [N:1]1([CH2:6][C:7]2[CH:12]=[CH:11][C:10]([CH2:13][CH2:14][NH2:15])=[CH:9][CH:8]=2)[CH2:5][CH2:4][CH2:3][CH2:2]1.